This data is from NCI-60 drug combinations with 297,098 pairs across 59 cell lines. The task is: Regression. Given two drug SMILES strings and cell line genomic features, predict the synergy score measuring deviation from expected non-interaction effect. Drug 1: C1=NC2=C(N=C(N=C2N1C3C(C(C(O3)CO)O)F)Cl)N. Cell line: MOLT-4. Drug 2: CCC1(CC2CC(C3=C(CCN(C2)C1)C4=CC=CC=C4N3)(C5=C(C=C6C(=C5)C78CCN9C7C(C=CC9)(C(C(C8N6C)(C(=O)OC)O)OC(=O)C)CC)OC)C(=O)OC)O.OS(=O)(=O)O. Synergy scores: CSS=-1.93, Synergy_ZIP=4.68, Synergy_Bliss=3.91, Synergy_Loewe=-4.52, Synergy_HSA=-3.52.